Dataset: Reaction yield outcomes from USPTO patents with 853,638 reactions. Task: Predict the reaction yield, written as a fraction of the theoretical maximum amount of product (1.0 means a 100% yield; for example, 0.34 means a 34% yield). (1) The reactants are [CH3:1][O:2][C:3]([CH:5]1[CH:10]([C:11]2[CH:16]=[CH:15][C:14]([O:17][CH2:18][CH2:19][O:20][Si](C(C)(C)C)(C)C)=[CH:13][CH:12]=2)[CH2:9][CH2:8][N:7]([C:28]([O:30][C:31]([CH3:34])([CH3:33])[CH3:32])=[O:29])[CH2:6]1)=[O:4].CCCC[N+](CCCC)(CCCC)CCCC.[F-].[NH4+].[Cl-]. The catalyst is C1COCC1. The product is [CH3:1][O:2][C:3]([CH:5]1[CH:10]([C:11]2[CH:16]=[CH:15][C:14]([O:17][CH2:18][CH2:19][OH:20])=[CH:13][CH:12]=2)[CH2:9][CH2:8][N:7]([C:28]([O:30][C:31]([CH3:34])([CH3:33])[CH3:32])=[O:29])[CH2:6]1)=[O:4]. The yield is 0.870. (2) The reactants are Br[C:2]1[C:3]2[C:4]3[CH:17]=[CH:16][S:15][C:5]=3[C:6](=[O:14])[NH:7][C:8]=2[CH:9]=[CH:10][C:11]=1[O:12][CH3:13].CC1(C)C(C)(C)OB([C:26]2[CH:31]=[CH:30][C:29]([C@H:32]([NH:34][C:35](=[O:41])[O:36][C:37]([CH3:40])([CH3:39])[CH3:38])[CH3:33])=[CH:28][CH:27]=2)O1. No catalyst specified. The product is [CH3:13][O:12][C:11]1[CH:10]=[CH:9][C:8]2[NH:7][C:6](=[O:14])[C:5]3[S:15][CH:16]=[CH:17][C:4]=3[C:3]=2[C:2]=1[C:26]1[CH:27]=[CH:28][C:29]([C@H:32]([NH:34][C:35](=[O:41])[O:36][C:37]([CH3:40])([CH3:39])[CH3:38])[CH3:33])=[CH:30][CH:31]=1. The yield is 0.590. (3) The reactants are Cl[C:2]1[N:11]=[C:10]([N:12]([C:14]2[CH:19]=[CH:18][C:17]([O:20][CH3:21])=[CH:16][CH:15]=2)[CH3:13])[C:9]2[C:4](=[CH:5][CH:6]=[CH:7][CH:8]=2)[N:3]=1.[CH3:22][S-:23].[Na+]. The catalyst is C(OCC)(=O)C. The product is [CH3:22][S:23][C:2]1[N:11]=[C:10]([N:12]([C:14]2[CH:19]=[CH:18][C:17]([O:20][CH3:21])=[CH:16][CH:15]=2)[CH3:13])[C:9]2[C:4](=[CH:5][CH:6]=[CH:7][CH:8]=2)[N:3]=1. The yield is 0.0700. (4) The reactants are [N:1]1([C:6]2[N:11]=[C:10]([C:12]3[CH:13]=[C:14]([CH:19]=[CH:20][CH:21]=3)[C:15]([NH:17][NH2:18])=[O:16])[CH:9]=[CH:8][CH:7]=2)[CH2:5][CH2:4][CH2:3][CH2:2]1.[Cl:22][C:23]1[CH:28]=[CH:27][C:26]([N:29]=[C:30]=S)=[CH:25][CH:24]=1. The catalyst is C1COCC1. The product is [Cl:22][C:23]1[CH:28]=[CH:27][C:26]([NH:29][C:30]2[O:16][C:15]([C:14]3[CH:19]=[CH:20][CH:21]=[C:12]([C:10]4[CH:9]=[CH:8][CH:7]=[C:6]([N:1]5[CH2:5][CH2:4][CH2:3][CH2:2]5)[N:11]=4)[CH:13]=3)=[N:17][N:18]=2)=[CH:25][CH:24]=1. The yield is 0.380.